This data is from Catalyst prediction with 721,799 reactions and 888 catalyst types from USPTO. The task is: Predict which catalyst facilitates the given reaction. (1) Reactant: C[O:2][C:3]1[CH:8]=[C:7]([C:9]2[N:14]3[N:15]=[CH:16][N:17]=[C:13]3[C:12]([NH:18][C:19]3[CH:34]=[CH:33][C:22]([C:23]([NH:25][CH2:26][C:27]4[CH:28]=[N:29][CH:30]=[CH:31][CH:32]=4)=[O:24])=[CH:21][CH:20]=3)=[N:11][CH:10]=2)[CH:6]=[CH:5][N:4]=1.Cl.[NH+]1C=CC=CC=1. Product: [O:2]=[C:3]1[CH:8]=[C:7]([C:9]2[N:14]3[N:15]=[CH:16][N:17]=[C:13]3[C:12]([NH:18][C:19]3[CH:20]=[CH:21][C:22]([C:23]([NH:25][CH2:26][C:27]4[CH:28]=[N:29][CH:30]=[CH:31][CH:32]=4)=[O:24])=[CH:33][CH:34]=3)=[N:11][CH:10]=2)[CH:6]=[CH:5][NH:4]1. The catalyst class is: 6. (2) Reactant: [O:1]=[C:2]1[NH:6][C:5]2([CH2:11][CH2:10][CH2:9][CH2:8][CH2:7]2)[N:4]=[C:3]1[C:12]1[CH:19]=[CH:18][C:15]([C:16]#[N:17])=[CH:14][CH:13]=1.Br[CH2:21][C:22]([O:24][CH2:25][CH3:26])=[O:23].C(=O)([O-])[O-].[K+].[K+]. Product: [CH2:25]([O:24][C:22](=[O:23])[CH2:21][N:6]1[C:5]2([CH2:7][CH2:8][CH2:9][CH2:10][CH2:11]2)[N:4]=[C:3]([C:12]2[CH:13]=[CH:14][C:15]([C:16]#[N:17])=[CH:18][CH:19]=2)[C:2]1=[O:1])[CH3:26]. The catalyst class is: 3. (3) Reactant: [CH:1]1([CH2:4][O:5][C:6]2[CH:16]=[CH:15][C:9]([O:10][CH:11]3[CH2:14][NH:13][CH2:12]3)=[CH:8][CH:7]=2)[CH2:3][CH2:2]1.[C:17]([O:21][C:22](=[O:33])[NH:23][C@H:24]([C:26]1[CH:31]=[CH:30][C:29](Br)=[CH:28][CH:27]=1)[CH3:25])([CH3:20])([CH3:19])[CH3:18].CC([O-])(C)C.[Na+].C(P(C(C)(C)C)C1C=CC=CC=1C1C=CC=CC=1)(C)(C)C. Product: [C:17]([O:21][C:22](=[O:33])[NH:23][CH:24]([C:26]1[CH:27]=[CH:28][C:29]([N:13]2[CH2:12][CH:11]([O:10][C:9]3[CH:15]=[CH:16][C:6]([O:5][CH2:4][CH:1]4[CH2:2][CH2:3]4)=[CH:7][CH:8]=3)[CH2:14]2)=[CH:30][CH:31]=1)[CH3:25])([CH3:18])([CH3:19])[CH3:20]. The catalyst class is: 12. (4) Reactant: CS(O[CH2:6][CH2:7][C:8]1[N:20]=[C:19]2[N:10]([C:11]([NH2:23])=[N:12][C:13]3[C:14]([O:21][CH3:22])=[CH:15][CH:16]=[CH:17][C:18]=32)[N:9]=1)(=O)=O.[CH3:24][C:25]1[S:26][C:27]2[CH2:32][NH:31][CH2:30][C:28]=2[N:29]=1.CCN(C(C)C)C(C)C.[NH4+].[Cl-]. Product: [CH3:22][O:21][C:14]1[C:13]2[N:12]=[C:11]([NH2:23])[N:10]3[N:9]=[C:8]([CH2:7][CH2:6][N:31]4[CH2:32][C:27]5[S:26][C:25]([CH3:24])=[N:29][C:28]=5[CH2:30]4)[N:20]=[C:19]3[C:18]=2[CH:17]=[CH:16][CH:15]=1. The catalyst class is: 38. (5) Reactant: [Br:1][C:2]1[C:10]([O:11][CH3:12])=[CH:9][C:5]([C:6](O)=[O:7])=[CH:4][C:3]=1[O:13][CH3:14].C1COCC1.B.CSC. Product: [Br:1][C:2]1[C:10]([O:11][CH3:12])=[CH:9][C:5]([CH2:6][OH:7])=[CH:4][C:3]=1[O:13][CH3:14]. The catalyst class is: 6. (6) Reactant: [C:1]([NH:4][C:5]1[S:6][C:7]([C:11]2[CH:12]=[C:13]([S:17](Cl)(=[O:19])=[O:18])[S:14][C:15]=2[Br:16])=[C:8]([CH3:10])[N:9]=1)(=[O:3])[CH3:2].C(N(CC)CC)C.Cl.[CH3:29][O:30][CH:31]1[CH2:36][CH2:35][NH:34][CH2:33][CH2:32]1. Product: [Br:16][C:15]1[S:14][C:13]([S:17]([N:34]2[CH2:35][CH2:36][CH:31]([O:30][CH3:29])[CH2:32][CH2:33]2)(=[O:19])=[O:18])=[CH:12][C:11]=1[C:7]1[S:6][C:5]([NH:4][C:1](=[O:3])[CH3:2])=[N:9][C:8]=1[CH3:10]. The catalyst class is: 2. (7) Reactant: [C:1]([O:5][CH2:6][CH3:7])(=[O:4])[CH:2]=[CH2:3].N1C=CC=CC=1.I[C:15]1[CH:20]=[CH:19][C:18]([CH2:21][O:22][C:23]2[CH:28]=[CH:27][CH:26]=[CH:25][CH:24]=2)=[CH:17][CH:16]=1. Product: [O:22]([CH2:21][C:18]1[CH:17]=[CH:16][C:15]([CH2:3][CH2:2][C:1]([O:5][CH2:6][CH3:7])=[O:4])=[CH:20][CH:19]=1)[C:23]1[CH:28]=[CH:27][CH:26]=[CH:25][CH:24]=1. The catalyst class is: 324. (8) Reactant: [OH:1][C:2]([C:33]1[CH:38]=[CH:37][CH:36]=[CH:35][CH:34]=1)([C:27]1[CH:32]=[CH:31][CH:30]=[CH:29][CH:28]=1)[CH:3]1[CH2:8][CH2:7][N:6]([CH2:9][CH2:10][CH2:11][C:12]([C:14]2[CH:19]=[CH:18][C:17]([C:20]([CH3:26])([CH3:25])[C:21]([O:23][CH3:24])=[O:22])=[CH:16][CH:15]=2)=[O:13])[CH2:5][CH2:4]1.[BH4-].[Na+]. Product: [OH:1][C:2]([C:27]1[CH:32]=[CH:31][CH:30]=[CH:29][CH:28]=1)([C:33]1[CH:38]=[CH:37][CH:36]=[CH:35][CH:34]=1)[CH:3]1[CH2:8][CH2:7][N:6]([CH2:9][CH2:10][CH2:11][CH:12]([C:14]2[CH:19]=[CH:18][C:17]([C:20]([CH3:26])([CH3:25])[C:21]([O:23][CH3:24])=[O:22])=[CH:16][CH:15]=2)[OH:13])[CH2:5][CH2:4]1. The catalyst class is: 5. (9) Reactant: Br[C:2]1[CH:20]=[CH:19][C:5]2[N:6]([C:13]3[CH:18]=[CH:17][CH:16]=[CH:15][CH:14]=3)[CH2:7][CH2:8][O:9][CH:10]([CH3:12])[CH2:11][C:4]=2[CH:3]=1.[CH:21]1(B(O)O)[CH2:23][CH2:22]1.P([O-])([O-])([O-])=O.[K+].[K+].[K+].C1(P(C2CCCCC2)C2CCCCC2)CCCCC1. Product: [CH:21]1([C:2]2[CH:20]=[CH:19][C:5]3[N:6]([C:13]4[CH:18]=[CH:17][CH:16]=[CH:15][CH:14]=4)[CH2:7][CH2:8][O:9][CH:10]([CH3:12])[CH2:11][C:4]=3[CH:3]=2)[CH2:23][CH2:22]1. The catalyst class is: 498.